Dataset: Reaction yield outcomes from USPTO patents with 853,638 reactions. Task: Predict the reaction yield, written as a fraction of the theoretical maximum amount of product (1.0 means a 100% yield; for example, 0.34 means a 34% yield). (1) The reactants are [N+:1]([C:4]1[CH:30]=[CH:29][C:7]([O:8][C:9]2[CH:14]=[CH:13][N:12]=[C:11]([NH:15][C:16]([N:18]3[CH2:23][CH2:22][CH:21]([N:24]4[CH2:28][CH2:27][CH2:26][CH2:25]4)[CH2:20][CH2:19]3)=[O:17])[CH:10]=2)=[CH:6][CH:5]=1)([O-])=O.[H][H].CCCCCC. The catalyst is O1CCCC1.CO.C(OCC)C.[C].[Pd]. The product is [NH2:1][C:4]1[CH:5]=[CH:6][C:7]([O:8][C:9]2[CH:14]=[CH:13][N:12]=[C:11]([NH:15][C:16]([N:18]3[CH2:19][CH2:20][CH:21]([N:24]4[CH2:28][CH2:27][CH2:26][CH2:25]4)[CH2:22][CH2:23]3)=[O:17])[CH:10]=2)=[CH:29][CH:30]=1. The yield is 0.547. (2) The reactants are C(O)(C(F)(F)F)=O.[C:8]([C:11]1([C:14]2[CH:48]=[CH:47][CH:46]=[CH:45][C:15]=2[CH2:16][CH2:17][C:18]2[C:23]([Cl:24])=[CH:22][N:21]=[C:20]([NH:25][C:26]3[CH:27]=[CH:28][C:29]([CH:32]4[CH2:37][CH2:36][N:35](C(OC(C)(C)C)=O)[CH2:34][CH2:33]4)=[N:30][CH:31]=3)[N:19]=2)[CH2:13][CH2:12]1)(=[O:10])[NH2:9]. The catalyst is C(Cl)Cl. The product is [Cl:24][C:23]1[C:18]([CH2:17][CH2:16][C:15]2[CH:45]=[CH:46][CH:47]=[CH:48][C:14]=2[C:11]2([C:8]([NH2:9])=[O:10])[CH2:13][CH2:12]2)=[N:19][C:20]([NH:25][C:26]2[CH:31]=[N:30][C:29]([CH:32]3[CH2:37][CH2:36][NH:35][CH2:34][CH2:33]3)=[CH:28][CH:27]=2)=[N:21][CH:22]=1. The yield is 0.770. (3) The reactants are [Cl:1][C:2]1[C:7]([NH:8][CH2:9][C:10]2[CH:15]=[C:14]([C:16]3[CH:21]=[CH:20][CH:19]=[C:18]([F:22])[CH:17]=3)[CH:13]=[CH:12][C:11]=2[F:23])=[C:6]([F:24])[CH:5]=[CH:4][C:3]=1[OH:25].C([O-])([O-])=O.[Cs+].[Cs+].Br[CH2:33][C:34]([O:36][CH2:37][CH3:38])=[O:35].O. The catalyst is CC(C)=O. The product is [Cl:1][C:2]1[C:7]([NH:8][CH2:9][C:10]2[CH:15]=[C:14]([C:16]3[CH:21]=[CH:20][CH:19]=[C:18]([F:22])[CH:17]=3)[CH:13]=[CH:12][C:11]=2[F:23])=[C:6]([F:24])[CH:5]=[CH:4][C:3]=1[O:25][CH2:33][C:34]([O:36][CH2:37][CH3:38])=[O:35]. The yield is 0.870. (4) The reactants are [F:1][C:2]1[CH:3]=[N:4][C:5]([NH:8][C:9]2[S:10][C:11]3[CH2:17][CH2:16][N:15]([CH2:18][C:19]4[CH:24]=[CH:23][C:22]([N:25]5[CH2:30][CH2:29][O:28][CH2:27][CH2:26]5)=[CH:21][N:20]=4)[C:14]4[N:31](CC5C=CC(OC)=CC=5)[N:32]=[CH:33][C:13]=4[C:12]=3[N:43]=2)=[N:6][CH:7]=1. The catalyst is C(O)(C(F)(F)F)=O.C(Cl)Cl. The product is [F:1][C:2]1[CH:3]=[N:4][C:5]([NH:8][C:9]2[S:10][C:11]3[CH2:17][CH2:16][N:15]([CH2:18][C:19]4[CH:24]=[CH:23][C:22]([N:25]5[CH2:30][CH2:29][O:28][CH2:27][CH2:26]5)=[CH:21][N:20]=4)[C:14]4=[N:31][NH:32][CH:33]=[C:13]4[C:12]=3[N:43]=2)=[N:6][CH:7]=1. The yield is 0.630. (5) The reactants are [Br:1][C:2]1[CH:6]=[N:5][N:4]([CH3:7])[C:3]=1[C:8]1[CH:9]=[C:10]([NH2:16])[CH:11]=[CH:12][C:13]=1[O:14][CH3:15].[Cl:17][C:18]1[CH:23]=[C:22]([Cl:24])[CH:21]=[CH:20][C:19]=1[N:25]=[C:26]=[O:27]. The catalyst is C(Cl)Cl. The product is [Br:1][C:2]1[CH:6]=[N:5][N:4]([CH3:7])[C:3]=1[C:8]1[CH:9]=[C:10]([NH:16][C:26]([NH:25][C:19]2[CH:20]=[CH:21][C:22]([Cl:24])=[CH:23][C:18]=2[Cl:17])=[O:27])[CH:11]=[CH:12][C:13]=1[O:14][CH3:15]. The yield is 0.690. (6) The reactants are B.O1CCCC1.[C:7]([Si:11]([CH3:31])([CH3:30])[O:12][C:13]1[CH:14]=[C:15]([CH2:19][CH2:20][NH:21][C:22](=O)[CH2:23][CH2:24][CH2:25][CH2:26][CH2:27][CH3:28])[CH:16]=[CH:17][CH:18]=1)([CH3:10])([CH3:9])[CH3:8]. The catalyst is O1CCCC1. The product is [C:7]([Si:11]([CH3:30])([CH3:31])[O:12][C:13]1[CH:14]=[C:15]([CH2:19][CH2:20][NH:21][CH2:22][CH2:23][CH2:24][CH2:25][CH2:26][CH2:27][CH3:28])[CH:16]=[CH:17][CH:18]=1)([CH3:9])([CH3:10])[CH3:8]. The yield is 0.580. (7) The reactants are [Br:1][C:2]1[CH:3]=[C:4]2[C:18](=[CH:19][CH:20]=1)[O:17][C:7]1([CH2:12][CH2:11][CH:10]([C:13]([CH3:16])([CH3:15])[CH3:14])[CH2:9][CH2:8]1)[CH2:6][C:5]2=[O:21].[Br-].[CH2:23]1COC[CH2:24]1. No catalyst specified. The product is [Br:1][C:2]1[CH:3]=[C:4]2[C:18](=[CH:19][CH:20]=1)[O:17][C:7]1([CH2:12][CH2:11][CH:10]([C:13]([CH3:16])([CH3:14])[CH3:15])[CH2:9][CH2:8]1)[CH2:6][C:5]2([CH:23]=[CH2:24])[OH:21]. The yield is 0.820.